Dataset: Reaction yield outcomes from USPTO patents with 853,638 reactions. Task: Predict the reaction yield, written as a fraction of the theoretical maximum amount of product (1.0 means a 100% yield; for example, 0.34 means a 34% yield). (1) The reactants are [CH3:1][O:2][C:3](=[O:47])[NH:4][C@@H:5]([CH:44]([CH3:46])[CH3:45])[C:6]([N:8]1[CH2:12][C@@H:11]([CH3:13])[CH2:10][C@H:9]1[C:14]1[NH:18][C:17]2[C:19]3[C:24]([CH:25]=[CH:26][C:16]=2[N:15]=1)=[CH:23][C:22]1[C:27]2[C:32]([CH2:33][O:34][C:21]=1[CH:20]=3)=[CH:31][C:30](B1OC(C)(C)C(C)(C)O1)=[CH:29][CH:28]=2)=[O:7].Br[C:49]1[NH:53][C:52]([C@@H:54]2[CH2:58][CH2:57][CH2:56][N:55]2[C:59]([O:61][C:62]([CH3:65])([CH3:64])[CH3:63])=[O:60])=[N:51][CH:50]=1.C([O-])([O-])=O.[K+].[K+]. The catalyst is COCCOC.C1C=CC([P]([Pd]([P](C2C=CC=CC=2)(C2C=CC=CC=2)C2C=CC=CC=2)([P](C2C=CC=CC=2)(C2C=CC=CC=2)C2C=CC=CC=2)[P](C2C=CC=CC=2)(C2C=CC=CC=2)C2C=CC=CC=2)(C2C=CC=CC=2)C2C=CC=CC=2)=CC=1.C1C=CC(P(C2C=CC=CC=2)[C-]2C=CC=C2)=CC=1.C1C=CC(P(C2C=CC=CC=2)[C-]2C=CC=C2)=CC=1.Cl[Pd]Cl.[Fe+2]. The product is [CH3:1][O:2][C:3]([NH:4][C@H:5]([C:6]([N:8]1[CH2:12][C@@H:11]([CH3:13])[CH2:10][C@H:9]1[C:14]1[NH:18][C:17]2[C:19]3[C:24]([CH:25]=[CH:26][C:16]=2[N:15]=1)=[CH:23][C:22]1[C:27]2[C:32]([CH2:33][O:34][C:21]=1[CH:20]=3)=[CH:31][C:30]([C:49]1[NH:53][C:52]([C@@H:54]3[CH2:58][CH2:57][CH2:56][N:55]3[C:59]([O:61][C:62]([CH3:65])([CH3:64])[CH3:63])=[O:60])=[N:51][CH:50]=1)=[CH:29][CH:28]=2)=[O:7])[CH:44]([CH3:46])[CH3:45])=[O:47]. The yield is 0.240. (2) The reactants are C(C1C=C(NC2N=C(NC3C=CC=C(C(O)=O)C=3)C(F)=CN=2)C=CC=1)(O)=O.[CH3:28][O:29][C:30]1[CH:31]=[C:32]([NH:40][C:41]2[N:46]=[C:45]([NH:47][C:48]3[CH:53]=[CH:52][C:51]([C:54]([O:56]C)=[O:55])=[C:50]([O:58][CH3:59])[CH:49]=3)[C:44]([F:60])=[CH:43][N:42]=2)[CH:33]=[CH:34][C:35]=1[C:36]([O:38]C)=[O:37].[OH-].[Na+]. No catalyst specified. The product is [C:36]([C:35]1[CH:34]=[CH:33][C:32]([NH:40][C:41]2[N:46]=[C:45]([NH:47][C:48]3[CH:53]=[CH:52][C:51]([C:54]([OH:56])=[O:55])=[C:50]([O:58][CH3:59])[CH:49]=3)[C:44]([F:60])=[CH:43][N:42]=2)=[CH:31][C:30]=1[O:29][CH3:28])([OH:38])=[O:37]. The yield is 0.640. (3) The reactants are [CH3:1][C:2]1[CH:11]=[C:10]([N:12]2[CH2:17][CH2:16][NH:15][CH2:14][CH2:13]2)[N:9]=[C:8]2[C:3]=1[C:4](=[O:31])[CH:5]=[C:6]([NH:24][C:25]1[CH:30]=[CH:29][CH:28]=[CH:27][CH:26]=1)[N:7]2[C:18]1[CH:23]=[CH:22][CH:21]=[CH:20][CH:19]=1.[CH3:32][S:33](Cl)(=[O:35])=[O:34]. The catalyst is C(Cl)Cl. The product is [CH3:32][S:33]([N:15]1[CH2:16][CH2:17][N:12]([C:10]2[N:9]=[C:8]3[C:3]([C:4](=[O:31])[CH:5]=[C:6]([NH:24][C:25]4[CH:30]=[CH:29][CH:28]=[CH:27][CH:26]=4)[N:7]3[C:18]3[CH:23]=[CH:22][CH:21]=[CH:20][CH:19]=3)=[C:2]([CH3:1])[CH:11]=2)[CH2:13][CH2:14]1)(=[O:35])=[O:34]. The yield is 0.0600. (4) The reactants are [CH2:1]([O:3][C:4](=[O:12])[CH:5]([CH3:11])[C:6]([O:8][CH2:9][CH3:10])=[O:7])[CH3:2].[Br:13]Br. The catalyst is C(Cl)Cl. The product is [CH2:1]([O:3][C:4](=[O:12])[C:5]([Br:13])([CH3:11])[C:6]([O:8][CH2:9][CH3:10])=[O:7])[CH3:2]. The yield is 0.893.